Predict the reactants needed to synthesize the given product. From a dataset of Full USPTO retrosynthesis dataset with 1.9M reactions from patents (1976-2016). (1) Given the product [C:32]([NH:35][CH2:36][CH2:37][CH2:38][O:39][C:40]1[CH:48]=[CH:47][C:46]([Cl:49])=[CH:45][C:41]=1[C:42]([NH:1][CH:2]1[C:8](=[O:9])[NH:7][C:6]2[CH:19]=[CH:20][CH:21]=[CH:22][C:5]=2[C:4]([C:23]2[C:24]([Cl:31])=[CH:25][C:26]([Cl:30])=[CH:27][C:28]=2[Cl:29])=[N:3]1)=[O:43])(=[O:34])[CH3:33], predict the reactants needed to synthesize it. The reactants are: [NH2:1][CH:2]1[C:8](=[O:9])[N:7](CC2C=CC(OC)=CC=2)[C:6]2[CH:19]=[CH:20][CH:21]=[CH:22][C:5]=2[C:4]([C:23]2[C:28]([Cl:29])=[CH:27][C:26]([Cl:30])=[CH:25][C:24]=2[Cl:31])=[N:3]1.[C:32]([NH:35][CH2:36][CH2:37][CH2:38][O:39][C:40]1[CH:48]=[CH:47][C:46]([Cl:49])=[CH:45][C:41]=1[C:42](O)=[O:43])(=[O:34])[CH3:33]. (2) Given the product [OH:6][C@@H:5]([CH2:4][OH:3])[CH2:7][N:8]1[CH:12]=[CH:11][C:10]([NH:13][C:14](=[O:36])[C@@H:15]([N:20]2[CH2:24][C:23]([O:25][C:26]3[CH:31]=[CH:30][CH:29]=[CH:28][C:27]=3[O:32][CH2:33][CH3:34])=[CH:22][C:21]2=[O:35])[CH2:16][CH:17]([CH3:18])[CH3:19])=[N:9]1, predict the reactants needed to synthesize it. The reactants are: CC1(C)[O:6][C@H:5]([CH2:7][N:8]2[CH:12]=[CH:11][C:10]([NH:13][C:14](=[O:36])[C@@H:15]([N:20]3[CH2:24][C:23]([O:25][C:26]4[CH:31]=[CH:30][CH:29]=[CH:28][C:27]=4[O:32][CH2:33][CH3:34])=[CH:22][C:21]3=[O:35])[CH2:16][CH:17]([CH3:19])[CH3:18])=[N:9]2)[CH2:4][O:3]1.Cl. (3) Given the product [OH:1][CH2:2][C@H:3]1[CH2:8][CH2:7][CH2:6][CH2:5][N:4]1[CH2:14][CH2:15][C:16]1[CH:21]=[CH:20][CH:19]=[C:18]([O:22][CH3:23])[CH:17]=1, predict the reactants needed to synthesize it. The reactants are: [OH:1][CH2:2][C@H:3]1[CH2:8][CH2:7][CH2:6][CH2:5][NH:4]1.S(O[CH2:14][CH2:15][C:16]1[CH:21]=[CH:20][CH:19]=[C:18]([O:22][CH3:23])[CH:17]=1)(=O)(=O)C.C(=O)([O-])[O-].[Na+].[Na+].[I-].[Na+]. (4) Given the product [Cl:20][C:17]1[CH:16]=[CH:15][C:14]([C:11]2([OH:21])[CH2:10][CH2:9][N:8]([CH2:7][CH2:6][C:5]([C:28]3[CH:29]=[CH:30][CH:31]=[CH:32][CH:33]=3)([C:22]3[CH:23]=[CH:24][CH:25]=[CH:26][CH:27]=3)[C:3]([NH2:2])=[O:4])[CH2:13][CH2:12]2)=[CH:19][CH:18]=1, predict the reactants needed to synthesize it. The reactants are: [11CH3][NH:2][C:3]([C:5]([C:28]1[CH:33]=[CH:32][CH:31]=[CH:30][CH:29]=1)([C:22]1[CH:27]=[CH:26][CH:25]=[CH:24][CH:23]=1)[CH2:6][CH2:7][N:8]1[CH2:13][CH2:12][C:11]([OH:21])([C:14]2[CH:19]=[CH:18][C:17]([Cl:20])=[CH:16][CH:15]=2)[CH2:10][CH2:9]1)=[O:4].[OH-].[K+]. (5) The reactants are: [NH2:1][C:2]1[C:3]2[N:4]([C:8]([CH:18]3[CH2:21][CH2:20][CH2:19]3)=[N:9][C:10]=2[C:11]2[CH:12]=[C:13]([OH:17])[CH:14]=[CH:15][CH:16]=2)[CH:5]=[CH:6][N:7]=1.C([O-])([O-])=O.[K+].[K+].Br[CH2:29][C:30]1[CH:35]=[CH:34][C:33]([F:36])=[CH:32][CH:31]=1. Given the product [CH:18]1([C:8]2[N:4]3[CH:5]=[CH:6][N:7]=[C:2]([NH2:1])[C:3]3=[C:10]([C:11]3[CH:16]=[CH:15][CH:14]=[C:13]([O:17][CH2:29][C:30]4[CH:35]=[CH:34][C:33]([F:36])=[CH:32][CH:31]=4)[CH:12]=3)[N:9]=2)[CH2:21][CH2:20][CH2:19]1, predict the reactants needed to synthesize it. (6) The reactants are: COC[O:4][C:5]1[CH:6]=[C:7]([CH:17]=[CH:18][C:19]=1[CH3:20])[O:8][C:9]([CH3:16])([CH3:15])[C:10]([O:12][CH2:13][CH3:14])=[O:11]. Given the product [OH:4][C:5]1[CH:6]=[C:7]([CH:17]=[CH:18][C:19]=1[CH3:20])[O:8][C:9]([CH3:16])([CH3:15])[C:10]([O:12][CH2:13][CH3:14])=[O:11], predict the reactants needed to synthesize it.